This data is from Full USPTO retrosynthesis dataset with 1.9M reactions from patents (1976-2016). The task is: Predict the reactants needed to synthesize the given product. (1) Given the product [O:1]=[C:2]1[C:7]2[NH:8][C:9]3[CH:10]=[CH:11][CH:12]=[CH:13][C:14]=3[C:6]=2[N:5]=[C:4]([S:15][CH2:16][C:17]([NH:32][CH2:26][CH:27]2[CH2:28][CH2:29][CH2:30][O:31]2)=[O:18])[N:3]1[C:20]1[CH:21]=[CH:22][CH:23]=[CH:24][CH:25]=1, predict the reactants needed to synthesize it. The reactants are: [O:1]=[C:2]1[C:7]2[NH:8][C:9]3[CH:10]=[CH:11][CH:12]=[CH:13][C:14]=3[C:6]=2[N:5]=[C:4]([S:15][CH2:16][C:17](O)=[O:18])[N:3]1[C:20]1[CH:25]=[CH:24][CH:23]=[CH:22][CH:21]=1.[CH2:26]([NH2:32])[CH:27]1[O:31][CH2:30][CH2:29][CH2:28]1.C(N(CC)CC)C.CN(C(ON1N=NC2C=CC=NC1=2)=[N+](C)C)C.F[P-](F)(F)(F)(F)F. (2) Given the product [C:1]1([C:19]2[CH:20]=[CH:21][CH:22]=[CH:23][CH:24]=2)[CH:6]=[CH:5][C:4]([O:7][CH2:8][CH2:9][CH2:10][CH2:11][CH2:12][CH2:13][C:14]([O-:16])=[O:15])=[CH:3][CH:2]=1.[Li+:25], predict the reactants needed to synthesize it. The reactants are: [C:1]1([C:19]2[CH:24]=[CH:23][CH:22]=[CH:21][CH:20]=2)[CH:6]=[CH:5][C:4]([O:7][CH2:8][CH2:9][CH2:10][CH2:11][CH2:12][CH2:13][C:14]([O:16]CC)=[O:15])=[CH:3][CH:2]=1.[Li+:25].[OH-]. (3) Given the product [CH3:12][N:13]([CH3:17])[C:14]1[N:16]=[C:31]([OH:32])[C:28]2[CH2:29][CH2:30][N:25]([C:18]([O:20][C:21]([CH3:23])([CH3:22])[CH3:24])=[O:19])[CH2:26][C:27]=2[N:15]=1, predict the reactants needed to synthesize it. The reactants are: C([O-])([O-])=O.[K+].[K+].S(O)(O)(=O)=O.[CH3:12][N:13]([CH3:17])[C:14]([NH2:16])=[NH:15].[C:18]([N:25]1[CH2:30][CH2:29][CH:28]([C:31](OCC)=[O:32])[C:27](=O)[CH2:26]1)([O:20][C:21]([CH3:24])([CH3:23])[CH3:22])=[O:19].[Al]. (4) The reactants are: [C:1]([NH:4][C:5]1[C:14]([C:15]2[CH:19]=[CH:18][O:17][C:16]=2[CH2:20][OH:21])=[CH:13][CH:12]=[C:11]([NH:22][C:23](=[O:28])[C:24]([CH3:27])([CH3:26])[CH3:25])[C:6]=1[C:7]([O:9][CH3:10])=[O:8])(=[O:3])[CH3:2].[H][H]. Given the product [C:1]([NH:4][C:5]1[C:14]([C@H:15]2[CH2:19][CH2:18][O:17][C@H:16]2[CH2:20][OH:21])=[CH:13][CH:12]=[C:11]([NH:22][C:23](=[O:28])[C:24]([CH3:27])([CH3:26])[CH3:25])[C:6]=1[C:7]([O:9][CH3:10])=[O:8])(=[O:3])[CH3:2], predict the reactants needed to synthesize it. (5) The reactants are: Br[C:2]1[C:3]2[C:8]([C:9]([Br:16])=[C:10]3[C:15]=1[CH:14]=[CH:13][CH:12]=[CH:11]3)=[CH:7][CH:6]=[CH:5][CH:4]=2.[CH:17]1[C:26]2[C:21](=[CH:22][CH:23]=[CH:24][CH:25]=2)[CH:20]=[CH:19][C:18]=1B(O)O.C([O-])([O-])=O.[Na+].[Na+].CCO. Given the product [Br:16][C:9]1[C:10]2[C:15]([C:2]([C:19]3[CH:18]=[CH:17][C:26]4[C:21](=[CH:22][CH:23]=[CH:24][CH:25]=4)[CH:20]=3)=[C:3]3[C:8]=1[CH:7]=[CH:6][CH:5]=[CH:4]3)=[CH:14][CH:13]=[CH:12][CH:11]=2, predict the reactants needed to synthesize it.